The task is: Predict the product of the given reaction.. This data is from Forward reaction prediction with 1.9M reactions from USPTO patents (1976-2016). (1) Given the reactants [Cl:1][C:2]1[CH:10]=[C:9]2[C:5]([C:6]([NH:16][C:17]3[CH:22]=[CH:21][N:20]=[CH:19][CH:18]=3)=[C:7]([C:11]([O:13][CH2:14][CH3:15])=[O:12])[NH:8]2)=[CH:4][CH:3]=1.CC(C)([O-])C.[K+].O1CCCC1.Cl[CH2:35][C:36]([N:38]([CH2:41][CH3:42])[CH2:39][CH3:40])=[O:37], predict the reaction product. The product is: [CH2:14]([O:13][C:11]([C:7]1[N:8]([CH2:35][C:36](=[O:37])[N:38]([CH2:41][CH3:42])[CH2:39][CH3:40])[C:9]2[C:5]([C:6]=1[NH:16][C:17]1[CH:18]=[CH:19][N:20]=[CH:21][CH:22]=1)=[CH:4][CH:3]=[C:2]([Cl:1])[CH:10]=2)=[O:12])[CH3:15]. (2) Given the reactants [C:1]([C:3]1[CH:8]=[CH:7][C:6]([CH2:9][C:10]([NH:12][C:13]2[S:14][CH:15]=[C:16]([C:18]3[CH:23]=[CH:22][C:21]([O:24][CH3:25])=[CH:20][CH:19]=3)[N:17]=2)=O)=[CH:5][CH:4]=1)#[N:2].O, predict the reaction product. The product is: [CH3:25][O:24][C:21]1[CH:20]=[CH:19][C:18]([C:16]2[N:17]=[C:13]([NH:12][CH2:10][CH2:9][C:6]3[CH:5]=[CH:4][C:3]([C:1]#[N:2])=[CH:8][CH:7]=3)[S:14][CH:15]=2)=[CH:23][CH:22]=1. (3) Given the reactants C(Cl)(=O)C(Cl)=O.[C:7]([C:9]1[C:10]([CH2:22][CH3:23])=[C:11]([C:19](O)=[O:20])[C:12]2[C:17]([CH:18]=1)=[CH:16][CH:15]=[CH:14][CH:13]=2)#[N:8].[BH4-].[Na+], predict the reaction product. The product is: [C:7]([C:9]1[C:10]([CH2:22][CH3:23])=[C:11]([CH2:19][OH:20])[C:12]2[C:17]([CH:18]=1)=[CH:16][CH:15]=[CH:14][CH:13]=2)#[N:8]. (4) Given the reactants Cl.[NH2:2][C:3]1[N:8]=[C:7]([NH:9][CH:10]2[CH2:15][CH2:14][CH2:13][N:12]([C:16]3[C:21]([C:22]([O:24]C)=[O:23])=[CH:20][CH:19]=[C:18]([C:26]4[CH:31]=[CH:30][C:29]([Cl:32])=[CH:28][C:27]=4[Cl:33])[N:17]=3)[CH2:11]2)[CH:6]=[CH:5][C:4]=1[C:34](=[O:39])[C:35]([F:38])([F:37])[F:36].O.[OH-].[Na+].Cl, predict the reaction product. The product is: [ClH:32].[NH2:2][C:3]1[N:8]=[C:7]([NH:9][CH:10]2[CH2:15][CH2:14][CH2:13][N:12]([C:16]3[C:21]([C:22]([OH:24])=[O:23])=[CH:20][CH:19]=[C:18]([C:26]4[CH:31]=[CH:30][C:29]([Cl:32])=[CH:28][C:27]=4[Cl:33])[N:17]=3)[CH2:11]2)[CH:6]=[CH:5][C:4]=1[C:34](=[O:39])[C:35]([F:38])([F:37])[F:36]. (5) Given the reactants Cl[C:2]1[C:11]2[CH2:10][N:9]([C@H:12]([CH:21]([CH3:23])[CH3:22])[C:13]([N:15]3[CH2:18][CH:17]([C:19]#[N:20])[CH2:16]3)=[O:14])[C:8](=[O:24])[C:7]3=[CH:25][NH:26][C:5]([C:6]=23)=[N:4][CH:3]=1.[CH3:27][Al](C)C, predict the reaction product. The product is: [CH3:22][CH:21]([CH3:23])[C@@H:12]([N:9]1[C:8](=[O:24])[C:7]2=[CH:25][NH:26][C:5]3[C:6]2=[C:11]([C:2]([CH3:27])=[CH:3][N:4]=3)[CH2:10]1)[C:13]([N:15]1[CH2:18][CH:17]([C:19]#[N:20])[CH2:16]1)=[O:14]. (6) Given the reactants [Cl-].[Al+3].[Cl-].[Cl-].[O:5]=[C:6]([CH3:12])[CH2:7][CH2:8][C:9](Cl)=[O:10].Cl.[CH:14]1[CH:19]=[CH:18][CH:17]=[CH:16][CH:15]=1, predict the reaction product. The product is: [C:14]1([C:9](=[O:10])[CH2:8][CH2:7][C:6](=[O:5])[CH3:12])[CH:19]=[CH:18][CH:17]=[CH:16][CH:15]=1. (7) Given the reactants C(OC([NH:8][C:9]1([CH2:14][C:15]([O:17]CC2C=CC=CC=2)=[O:16])[CH2:13][CH2:12][CH2:11][CH2:10]1)=O)(C)(C)C.[ClH:25].O1CCOCC1, predict the reaction product. The product is: [ClH:25].[NH2:8][C:9]1([CH2:14][C:15]([OH:17])=[O:16])[CH2:13][CH2:12][CH2:11][CH2:10]1. (8) The product is: [C:12]1([CH2:18][CH2:19][CH2:20][CH:21]([O:27][Si:28]([CH:35]([CH3:37])[CH3:36])([CH:32]([CH3:34])[CH3:33])[CH:29]([CH3:30])[CH3:31])[CH2:22][CH2:23][C:24]([C:10]2[O:11][C:7]([C:2]3[CH:3]=[CH:4][CH:5]=[CH:6][N:1]=3)=[CH:8][N:9]=2)=[O:25])[CH:17]=[CH:16][CH:15]=[CH:14][CH:13]=1. Given the reactants [N:1]1[CH:6]=[CH:5][CH:4]=[CH:3][C:2]=1[C:7]1[O:11][CH:10]=[N:9][CH:8]=1.[C:12]1([CH2:18][CH2:19][CH2:20][CH:21]([O:27][Si:28]([CH:35]([CH3:37])[CH3:36])([CH:32]([CH3:34])[CH3:33])[CH:29]([CH3:31])[CH3:30])[CH2:22][CH2:23][C:24](O)=[O:25])[CH:17]=[CH:16][CH:15]=[CH:14][CH:13]=1, predict the reaction product. (9) The product is: [SH:15][C:14]1[O:10][C:9]2[C:2](=[C:3]([C:4]#[N:5])[CH:6]=[CH:7][CH:8]=2)[N:1]=1. Given the reactants [NH2:1][C:2]1[C:9]([OH:10])=[CH:8][CH:7]=[CH:6][C:3]=1[C:4]#[N:5].C(O[C:14]([S-])=[S:15])C.[K+], predict the reaction product.